From a dataset of Full USPTO retrosynthesis dataset with 1.9M reactions from patents (1976-2016). Predict the reactants needed to synthesize the given product. (1) Given the product [Cl:1][C:2]1[CH:3]=[C:4]([S:9]([NH:12][C:13]2[N:14]=[N:15][C:16]([Cl:21])=[CH:17][C:18]=2[O:19][CH3:20])(=[O:11])=[O:10])[CH:5]=[C:6]([F:29])[CH:7]=1, predict the reactants needed to synthesize it. The reactants are: [Cl:1][C:2]1[CH:3]=[C:4]([S:9]([NH:12][C:13]2[N:14]=[N:15][C:16]([Cl:21])=[CH:17][C:18]=2[O:19][CH3:20])(=[O:11])=[O:10])[CH:5]=[CH:6][C:7]=1F.ClC1C=C(S(Cl)(=O)=O)C=C([F:29])C=1.ClC1C=C(S(Cl)(=O)=O)C=CC=1F. (2) The reactants are: [CH3:1][O:2][C:3]1[CH:56]=[CH:55][C:6]([CH2:7][N:8]2[C:12]3=[N:13][CH:14]=[CH:15][C:16]([O:17][C:18]4[CH:23]=[CH:22][C:21]([NH:24][C:25]([C:27]5[C:32](=[O:33])[N:31]([C:34]6[CH:39]=[CH:38][C:37]([F:40])=[CH:36][CH:35]=6)[N:30]=[CH:29][CH:28]=5)=[O:26])=[CH:20][C:19]=4[F:41])=[C:11]3[C:10]([NH:42][CH:43]3[CH2:47][CH2:46][N:45](C(OC(C)(C)C)=O)[CH2:44]3)=[N:9]2)=[CH:5][CH:4]=1.FC(F)(F)C(O)=O. Given the product [F:41][C:19]1[CH:20]=[C:21]([NH:24][C:25]([C:27]2[C:32](=[O:33])[N:31]([C:34]3[CH:35]=[CH:36][C:37]([F:40])=[CH:38][CH:39]=3)[N:30]=[CH:29][CH:28]=2)=[O:26])[CH:22]=[CH:23][C:18]=1[O:17][C:16]1[CH:15]=[CH:14][N:13]=[C:12]2[N:8]([CH2:7][C:6]3[CH:55]=[CH:56][C:3]([O:2][CH3:1])=[CH:4][CH:5]=3)[N:9]=[C:10]([NH:42][CH:43]3[CH2:47][CH2:46][NH:45][CH2:44]3)[C:11]=12, predict the reactants needed to synthesize it. (3) The reactants are: Br[C:2]1[CH:3]=[N:4][CH:5]=[C:6]2[C:11]=1[N:10]=[C:9]([C:12]([NH:14][CH3:15])=[O:13])[CH:8]=[CH:7]2.[F:16][C:17]1[CH:18]=[C:19]([C:32]2[CH:33]=[N:34][N:35]([CH3:37])[CH:36]=2)[CH:20]=[CH:21][C:22]=1B1OC(C)(C)C(C)(C)O1.[O-]P([O-])([O-])=O.[K+].[K+].[K+]. Given the product [F:16][C:17]1[CH:18]=[C:19]([C:32]2[CH:33]=[N:34][N:35]([CH3:37])[CH:36]=2)[CH:20]=[CH:21][C:22]=1[C:2]1[CH:3]=[N:4][CH:5]=[C:6]2[C:11]=1[N:10]=[C:9]([C:12]([NH:14][CH3:15])=[O:13])[CH:8]=[CH:7]2, predict the reactants needed to synthesize it. (4) Given the product [C:1]([N:5]1[CH:9]([CH2:10][NH:11][CH3:12])[C:8]2[CH:18]=[C:19]([C:22]3[C:30]4[C:25](=[CH:26][C:27]([F:31])=[CH:28][CH:29]=4)[NH:24][CH:23]=3)[CH:20]=[CH:21][C:7]=2[S:6]1(=[O:39])=[O:40])([CH3:4])([CH3:2])[CH3:3], predict the reactants needed to synthesize it. The reactants are: [C:1]([N:5]1[CH:9]([CH2:10][NH:11][C:12](=O)C(F)(F)F)[C:8]2[CH:18]=[C:19]([C:22]3[C:30]4[C:25](=[CH:26][C:27]([F:31])=[CH:28][CH:29]=4)[N:24](C(OC(C)(C)C)=O)[CH:23]=3)[CH:20]=[CH:21][C:7]=2[S:6]1(=[O:40])=[O:39])([CH3:4])([CH3:3])[CH3:2].[OH-].[Na+]. (5) Given the product [CH3:1][C:2]1[C:7]2[CH2:8][C:9]3[CH:22]=[C:21]([O:23][CH2:24][CH2:25][CH2:26][NH:27][C:28]4[CH:33]=[CH:32][CH:31]=[CH:30][N:29]=4)[CH:20]=[CH:19][C:10]=3[CH2:11][CH:12]([CH2:13][C:14]([OH:16])=[O:15])[C:6]=2[CH:5]=[CH:4][CH:3]=1, predict the reactants needed to synthesize it. The reactants are: [CH3:1][C:2]1[C:7]2[CH2:8][C:9]3[CH:22]=[C:21]([O:23][CH2:24][CH2:25][CH2:26][NH:27][C:28]4[CH:33]=[CH:32][CH:31]=[CH:30][N:29]=4)[CH:20]=[CH:19][C:10]=3[CH2:11][CH:12]([CH2:13][C:14]([O:16]CC)=[O:15])[C:6]=2[CH:5]=[CH:4][CH:3]=1.N1C=CC=CC=1NCCCOC1C=CC2C[C@H](CC(OCC)=O)C3C=CC=CC=3CC=2C=1. (6) Given the product [Cl:9][C:10]1[N:15]=[C:14]([NH:1][C@@H:2]([C:5]([CH3:8])([CH3:7])[CH3:6])[CH2:3][OH:4])[C:13]([F:17])=[CH:12][N:11]=1, predict the reactants needed to synthesize it. The reactants are: [NH2:1][C@@H:2]([C:5]([CH3:8])([CH3:7])[CH3:6])[CH2:3][OH:4].[Cl:9][C:10]1[N:15]=[C:14](Cl)[C:13]([F:17])=[CH:12][N:11]=1.C(N(CC)CC)C.[NH4+].[Cl-]. (7) Given the product [NH2:7][CH:8]1[CH2:13][CH2:12][N:11]([C:14]([C:15]2[CH:16]=[CH:17][C:18]([Cl:21])=[CH:19][CH:20]=2)=[O:22])[CH2:10][CH2:9]1, predict the reactants needed to synthesize it. The reactants are: C(OC(=O)[NH:7][CH:8]1[CH2:13][CH2:12][N:11]([C:14](=[O:22])[C:15]2[CH:20]=[CH:19][C:18]([Cl:21])=[CH:17][CH:16]=2)[CH2:10][CH2:9]1)(C)(C)C.FC(F)(F)C(O)=O. (8) Given the product [CH2:1]([O:3][C:4]([C:6]1[S:10][C:9]([C:41]2[CH:40]=[N:39][N:38]([CH2:31][C:32]3[CH:37]=[CH:36][CH:35]=[CH:34][CH:33]=3)[CH:42]=2)=[N:8][C:7]=1[CH2:12][N:13]([CH2:20][C:21]1[CH:26]=[CH:25][C:24]([O:27][CH3:28])=[CH:23][C:22]=1[O:29][CH3:30])[CH2:14][C:15]([O:17][CH2:18][CH3:19])=[O:16])=[O:5])[CH3:2], predict the reactants needed to synthesize it. The reactants are: [CH2:1]([O:3][C:4]([C:6]1[S:10][C:9](Br)=[N:8][C:7]=1[CH2:12][N:13]([CH2:20][C:21]1[CH:26]=[CH:25][C:24]([O:27][CH3:28])=[CH:23][C:22]=1[O:29][CH3:30])[CH2:14][C:15]([O:17][CH2:18][CH3:19])=[O:16])=[O:5])[CH3:2].[CH2:31]([N:38]1[CH:42]=[C:41](B(O)O)[CH:40]=[N:39]1)[C:32]1[CH:37]=[CH:36][CH:35]=[CH:34][CH:33]=1.